From a dataset of Full USPTO retrosynthesis dataset with 1.9M reactions from patents (1976-2016). Predict the reactants needed to synthesize the given product. (1) The reactants are: [NH2:1][C:2]1[S:6][N:5]=[C:4]([CH3:7])[C:3]=1[C:8]([NH:10][C:11]1[CH:16]=[CH:15][C:14]([F:17])=[C:13]([F:18])[CH:12]=1)=[O:9].Cl[C:20]1[CH:29]=[N:28][C:27]2[C:22](=[CH:23][CH:24]=[C:25]([F:30])[CH:26]=2)[N:21]=1.C(=O)([O-])[O-].[Cs+].[Cs+].CC1(C)C2C(=C(P(C3C=CC=CC=3)C3C=CC=CC=3)C=CC=2)OC2C(P(C3C=CC=CC=3)C3C=CC=CC=3)=CC=CC1=2. Given the product [F:18][C:13]1[CH:12]=[C:11]([NH:10][C:8]([C:3]2[C:4]([CH3:7])=[N:5][S:6][C:2]=2[NH:1][C:20]2[CH:29]=[N:28][C:27]3[C:22](=[CH:23][CH:24]=[C:25]([F:30])[CH:26]=3)[N:21]=2)=[O:9])[CH:16]=[CH:15][C:14]=1[F:17], predict the reactants needed to synthesize it. (2) The reactants are: [Br:1][C:2]1[CH:10]=[CH:9][C:5]([CH:6]=[N:7][OH:8])=[C:4]([C:11]([F:14])([F:13])[F:12])[CH:3]=1.[CH2:15]([Cl:18])[C:16]#[CH:17].[O-]Cl.[Na+]. Given the product [Br:1][C:2]1[CH:10]=[CH:9][C:5]([C:6]2[CH:17]=[C:16]([CH2:15][Cl:18])[O:8][N:7]=2)=[C:4]([C:11]([F:12])([F:13])[F:14])[CH:3]=1, predict the reactants needed to synthesize it. (3) Given the product [CH3:21][O:20][C:18]([C:17]1[CH:22]=[CH:23][C:14]([CH:12]=[C:8]([C:5]2[CH:4]=[CH:3][C:2]([CH3:1])=[CH:7][CH:6]=2)[C:9]([OH:11])=[O:10])=[CH:15][CH:16]=1)=[O:19], predict the reactants needed to synthesize it. The reactants are: [CH3:1][C:2]1[CH:7]=[CH:6][C:5]([CH2:8][C:9]([OH:11])=[O:10])=[CH:4][CH:3]=1.[CH:12]([C:14]1[CH:23]=[CH:22][C:17]([C:18]([O:20][CH3:21])=[O:19])=[CH:16][CH:15]=1)=O.CC(OC(C)=O)=O.C(N(C(C)C)CC)(C)C.Cl. (4) Given the product [CH2:22]([O:21][C:19]([C:18]1[C:17](=[O:33])[C:31]2[C:26](=[N:27][C:28]([CH3:32])=[CH:29][CH:30]=2)[NH:25][CH:24]=1)=[O:20])[CH3:23], predict the reactants needed to synthesize it. The reactants are: C1(OC2C=CC=CC=2)C=CC=CC=1.C(O[C:17](=[O:33])[C:18](=[CH:24][NH:25][C:26]1[CH:31]=[CH:30][CH:29]=[C:28]([CH3:32])[N:27]=1)[C:19]([O:21][CH2:22][CH3:23])=[O:20])C. (5) Given the product [CH3:13][C:10]1([CH3:12])[CH2:9][CH2:8][C:7]([CH3:14])([CH3:15])[C:6]2[CH:5]=[C:4]([Se:16][C:17]#[C:18][C:19]3[CH:28]=[CH:27][C:22]([C:23]([O:25][CH3:26])=[O:24])=[CH:21][CH:20]=3)[CH:3]=[C:2]([O:1][CH2:40][C:39]3[CH:42]=[CH:43][C:36]([F:35])=[CH:37][CH:38]=3)[C:11]1=2, predict the reactants needed to synthesize it. The reactants are: [OH:1][C:2]1[C:11]2[C:10]([CH3:13])([CH3:12])[CH2:9][CH2:8][C:7]([CH3:15])([CH3:14])[C:6]=2[CH:5]=[C:4]([Se:16][C:17]#[C:18][C:19]2[CH:28]=[CH:27][C:22]([C:23]([O:25][CH3:26])=[O:24])=[CH:21][CH:20]=2)[CH:3]=1.C(=O)([O-])[O-].[K+].[K+].[F:35][C:36]1[CH:43]=[CH:42][C:39]([CH2:40]Br)=[CH:38][CH:37]=1. (6) Given the product [F:41][C:31]1([F:30])[CH2:34][N:33]([CH:35]2[CH2:36][CH2:37][N:38]([CH2:18][C:13]3[N:14]([CH3:17])[C:15]4[C:11]([N:12]=3)=[C:10]([N:20]3[CH2:25][CH2:24][O:23][CH2:22][CH2:21]3)[N:9]=[C:8]([N:7]3[C:6]5[CH:26]=[CH:27][CH:28]=[CH:29][C:5]=5[N:4]=[C:3]3[CH2:1][CH3:2])[N:16]=4)[CH2:39][CH2:40]2)[CH2:32]1, predict the reactants needed to synthesize it. The reactants are: [CH2:1]([C:3]1[N:7]([C:8]2[N:16]=[C:15]3[C:11]([N:12]=[C:13]([CH:18]=O)[N:14]3[CH3:17])=[C:10]([N:20]3[CH2:25][CH2:24][O:23][CH2:22][CH2:21]3)[N:9]=2)[C:6]2[CH:26]=[CH:27][CH:28]=[CH:29][C:5]=2[N:4]=1)[CH3:2].[F:30][C:31]1([F:41])[CH2:34][N:33]([CH:35]2[CH2:40][CH2:39][NH:38][CH2:37][CH2:36]2)[CH2:32]1.C(O[BH-](OC(=O)C)OC(=O)C)(=O)C.[Na+]. (7) Given the product [ClH:28].[ClH:28].[N:22]1([CH2:21][CH2:20][CH2:19][O:18][C:13]2[CH:14]=[C:15]3[C:10](=[CH:11][CH:12]=2)[CH2:9][NH:8][CH2:17][CH2:16]3)[CH2:27][CH2:26][CH2:25][CH2:24][CH2:23]1, predict the reactants needed to synthesize it. The reactants are: C(OC([N:8]1[CH2:17][CH2:16][C:15]2[C:10](=[CH:11][CH:12]=[C:13]([O:18][CH2:19][CH2:20][CH2:21][N:22]3[CH2:27][CH2:26][CH2:25][CH2:24][CH2:23]3)[CH:14]=2)[CH2:9]1)=O)(C)(C)C.[ClH:28].O1CCOCC1.